Dataset: Forward reaction prediction with 1.9M reactions from USPTO patents (1976-2016). Task: Predict the product of the given reaction. (1) Given the reactants [NH2:1][C:2]1[C:11]2[C:6](=[CH:7][C:8]([CH2:12][NH:13][C:14]([C:16]3C(C#N)=[N:18][N:19]([CH2:21][C:22]4[CH:27]=[CH:26][C:25]([CH2:28][N:29]5[CH:33]=[C:32]([CH3:34])[CH:31]=[N:30]5)=[CH:24][CH:23]=4)[CH:20]=3)=[O:15])=[CH:9][CH:10]=2)[CH:5]=[CH:4][N:3]=1.[OH-:37].[Li+].[ClH:39].[O:40]1[CH2:45][CH2:44]OCC1, predict the reaction product. The product is: [ClH:39].[NH2:1][C:2]1[C:11]2[C:6](=[CH:7][C:8]([CH2:12][NH:13][C:14]([C:16]3[C:44]([C:45]([OH:40])=[O:37])=[N:18][N:19]([CH2:21][C:22]4[CH:27]=[CH:26][C:25]([CH2:28][N:29]5[CH:33]=[C:32]([CH3:34])[CH:31]=[N:30]5)=[CH:24][CH:23]=4)[CH:20]=3)=[O:15])=[CH:9][CH:10]=2)[CH:5]=[CH:4][N:3]=1. (2) Given the reactants [O:1]=[C:2]1[C:7]2[CH:8]=[C:9]([C:11]3[CH:12]=[CH:13][CH:14]=[C:15]4[C:20]=3[N:19]=[C:18]([O:21][C@@H:22]3[CH2:27][CH2:26][CH2:25][N:24](C(OC(C)(C)C)=O)[CH2:23]3)[CH:17]=[CH:16]4)[NH:10][C:6]=2[CH2:5][CH2:4][NH:3]1.[C:35]([OH:41])([C:37]([F:40])([F:39])[F:38])=[O:36], predict the reaction product. The product is: [F:38][C:37]([F:40])([F:39])[C:35]([OH:41])=[O:36].[NH:24]1[CH2:25][CH2:26][CH2:27][C@@H:22]([O:21][C:18]2[CH:17]=[CH:16][C:15]3[C:20](=[C:11]([C:9]4[NH:10][C:6]5[CH2:5][CH2:4][NH:3][C:2](=[O:1])[C:7]=5[CH:8]=4)[CH:12]=[CH:13][CH:14]=3)[N:19]=2)[CH2:23]1. (3) Given the reactants [CH3:1][N:2]1[C:14]2[CH2:13][CH2:12][CH:11]([CH:15]3[CH2:20][CH2:19][O:18][CH2:17][CH2:16]3)[CH2:10][C:9]=2[C:8]2[C:3]1=[CH:4][CH:5]=[C:6]([C:21]([OH:23])=O)[CH:7]=2.CCN(C(C)C)C(C)C.CN(C(ON1N=NC2C=CC=NC1=2)=[N+](C)C)C.F[P-](F)(F)(F)(F)F.[CH2:57]([NH:59][CH2:60][C:61](O)=[O:62])[CH3:58].[O:64]1[CH2:68][CH2:67][C@H:66]([NH2:69])[CH2:65]1, predict the reaction product. The product is: [CH2:57]([N:59]([CH2:60][C:61](=[O:62])[NH:69][C@H:66]1[CH2:67][CH2:68][O:64][CH2:65]1)[C:21]([C:6]1[CH:7]=[C:8]2[C:3](=[CH:4][CH:5]=1)[N:2]([CH3:1])[C:14]1[CH2:13][CH2:12][CH:11]([CH:15]3[CH2:16][CH2:17][O:18][CH2:19][CH2:20]3)[CH2:10][C:9]2=1)=[O:23])[CH3:58]. (4) Given the reactants [Cl:1][C:2]1[CH:3]=[C:4]([OH:21])[C:5]([NH:8][S:9]([CH2:12][C:13]2[CH:18]=[C:17]([Cl:19])[CH:16]=[C:15](Cl)[CH:14]=2)(=[O:11])=[O:10])=[N:6][CH:7]=1.[Cl:22]C1C=C(CS(Cl)(=O)=O)C=CC=1Cl.ClC1C=C(CS(Cl)(=O)=O)C=C(Cl)C=1.S(Cl)(Cl)(=O)=O, predict the reaction product. The product is: [Cl:1][C:2]1[CH:3]=[C:4]([OH:21])[C:5]([NH:8][S:9]([CH2:12][C:13]2[CH:14]=[CH:15][C:16]([Cl:22])=[C:17]([Cl:19])[CH:18]=2)(=[O:10])=[O:11])=[N:6][CH:7]=1. (5) Given the reactants N1C=CC=CC=1.[CH:7]1([C:11](Cl)=[O:12])[CH2:10][CH2:9][CH2:8]1.[C:16]1(=[O:17])[O:18][C:19]([CH3:19])([CH3:15])[O:18][C:16](=[O:17])[CH2:15]1.CO, predict the reaction product. The product is: [CH:7]1([C:11](=[O:12])[CH2:15][C:16]([O:18][CH3:19])=[O:17])[CH2:10][CH2:9][CH2:8]1. (6) Given the reactants C(OC(=O)[NH:7][CH2:8][C:9]1([CH2:16][S:17]([C:20]2[CH:25]=[CH:24][C:23]([O:26][CH2:27][C:28]3[C:37]4[C:32](=[CH:33][CH:34]=[CH:35][CH:36]=4)[N:31]=[C:30]([CH3:38])[CH:29]=3)=[CH:22][CH:21]=2)(=[O:19])=[O:18])[C:13](=[O:14])[NH:12][C:11](=[O:15])[NH:10]1)(C)(C)C.Cl, predict the reaction product. The product is: [NH2:7][CH2:8][C:9]1([CH2:16][S:17]([C:20]2[CH:21]=[CH:22][C:23]([O:26][CH2:27][C:28]3[C:37]4[C:32](=[CH:33][CH:34]=[CH:35][CH:36]=4)[N:31]=[C:30]([CH3:38])[CH:29]=3)=[CH:24][CH:25]=2)(=[O:19])=[O:18])[NH:10][C:11](=[O:15])[NH:12][C:13]1=[O:14]. (7) Given the reactants [CH3:1][C:2]1[N:6]2[C:7]3[CH:8]=[CH:9][C:10]([Cl:23])=[CH:11][C:12]=3[C:13]([C:16]3[CH:17]=[CH:18][CH:19]=[CH:20][C:21]=3[F:22])=[N:14][CH2:15][C:5]2=[CH:4][N:3]=1.C(O)C.[ClH:27], predict the reaction product. The product is: [ClH:23].[ClH:27].[Cl:23][C:10]1[CH:9]=[CH:8][C:7]2[N:6]3[C:2]([CH3:1])=[N:3][CH:4]=[C:5]3[CH2:15][N:14]=[C:13]([C:16]3[CH:17]=[CH:18][CH:19]=[CH:20][C:21]=3[F:22])[C:12]=2[CH:11]=1. (8) Given the reactants [Cl:1][C:2]([Cl:7])([Cl:6])[C:3](=[NH:5])[O-:4].[CH2:8]([O:15][C@@H:16]1[C@@H:22]([O:23][CH2:24][C:25]2[CH:30]=[CH:29][CH:28]=[CH:27][CH:26]=2)[C@H:21]([O:31][CH2:32][C:33]2[CH:38]=[CH:37][CH:36]=[CH:35][CH:34]=2)[C@@H:20]([CH2:39][O:40][C:41](=[O:43])[CH3:42])[O:19][CH:17]1O)[C:9]1[CH:14]=[CH:13][CH:12]=[CH:11][CH:10]=1, predict the reaction product. The product is: [Cl:1][C:2]([Cl:7])([Cl:6])[C:3](=[NH:5])[O:4][CH:17]1[O:19][C@H:20]([CH2:39][O:40][C:41](=[O:43])[CH3:42])[C@@H:21]([O:31][CH2:32][C:33]2[CH:34]=[CH:35][CH:36]=[CH:37][CH:38]=2)[C@H:22]([O:23][CH2:24][C:25]2[CH:30]=[CH:29][CH:28]=[CH:27][CH:26]=2)[C@H:16]1[O:15][CH2:8][C:9]1[CH:10]=[CH:11][CH:12]=[CH:13][CH:14]=1. (9) Given the reactants C([N:4]1[C:8]([CH:9]([C:11]2[CH:16]=[CH:15][C:14]([Cl:17])=[CH:13][CH:12]=2)O)=[C:7]([C:18]([O:20]CC)=O)[N:6]=[C:5]1Br)C=C.[CH3:24]S(OS(C)(=O)=O)(=O)=O.[CH3:33][N:34]1[C:38]2[CH:39]=[C:40]([NH2:44])[CH:41]=[C:42]([CH3:43])[C:37]=2[N:36]=[N:35]1, predict the reaction product. The product is: [Cl:17][C:14]1[CH:13]=[CH:12][C:11]([CH:9]2[C:8]3[NH:4][C:5]([CH3:24])=[N:6][C:7]=3[C:18](=[O:20])[N:44]2[C:40]2[CH:41]=[C:42]([CH3:43])[C:37]3[N:36]=[N:35][N:34]([CH3:33])[C:38]=3[CH:39]=2)=[CH:16][CH:15]=1. (10) The product is: [NH2:22][C:12]1[N:11]([C:4]2[CH:5]=[CH:6][C:7]([O:9][CH3:10])=[CH:8][C:3]=2[O:2][CH3:1])[C:23](=[O:26])[CH:24]=[CH:25][C:13]=1[C:14](=[O:21])[C:15]1[CH:20]=[CH:19][CH:18]=[CH:17][CH:16]=1. Given the reactants [CH3:1][O:2][C:3]1[CH:8]=[C:7]([O:9][CH3:10])[CH:6]=[CH:5][C:4]=1[NH:11][C:12](=[NH:22])[CH2:13][C:14](=[O:21])[C:15]1[CH:20]=[CH:19][CH:18]=[CH:17][CH:16]=1.[C:23](OC)(=[O:26])[C:24]#[CH:25], predict the reaction product.